From a dataset of Forward reaction prediction with 1.9M reactions from USPTO patents (1976-2016). Predict the product of the given reaction. (1) Given the reactants Cl.[NH2:2][OH:3].C(N(CC)CC)C.[CH2:11]([C:13]1[C:14]([CH:28]=O)=[N:15][N:16]([C:22]2[CH:27]=[CH:26][CH:25]=[CH:24][CH:23]=2)[C:17]=1[CH2:18][CH:19]([CH3:21])[CH3:20])[CH3:12].O, predict the reaction product. The product is: [CH2:11]([C:13]1[C:14]([CH2:28][NH:2][OH:3])=[N:15][N:16]([C:22]2[CH:27]=[CH:26][CH:25]=[CH:24][CH:23]=2)[C:17]=1[CH2:18][CH:19]([CH3:21])[CH3:20])[CH3:12]. (2) Given the reactants C1(P(C2C=CC=CC=2)C2C=CC=CC=2)C=CC=CC=1.BrN1C(=O)CCC1=O.[Cl:28][C:29]1[CH:30]=[C:31]([CH:39]([CH2:43][CH:44]2[CH2:48][CH2:47][CH2:46][CH2:45]2)[C:40]([OH:42])=O)[CH:32]=[CH:33][C:34]=1[S:35]([CH3:38])(=[O:37])=[O:36].[CH2:49]([O:51][C:52](=[O:61])[C:53](=[O:60])[C:54]1[N:55]=[C:56]([NH2:59])[S:57][CH:58]=1)[CH3:50].N1C=CC=CC=1, predict the reaction product. The product is: [CH2:49]([O:51][C:52](=[O:61])[C:53]([C:54]1[N:55]=[C:56]([NH:59][C:40](=[O:42])[CH:39]([C:31]2[CH:32]=[CH:33][C:34]([S:35]([CH3:38])(=[O:36])=[O:37])=[C:29]([Cl:28])[CH:30]=2)[CH2:43][CH:44]2[CH2:48][CH2:47][CH2:46][CH2:45]2)[S:57][CH:58]=1)=[O:60])[CH3:50]. (3) The product is: [CH3:51][C:46]1[CH:45]=[C:44]([N:41]2[CH:42]=[CH:43][C:39]([NH:38][C:36]([C:35]3[CH:52]=[C:53]([N:56]4[CH2:61][CH2:60][CH2:59][CH2:58][CH2:57]4)[CH:54]=[CH:55][C:34]=3[NH:33][C:14]([C:13]3[CH:12]=[C:11]([CH:19]=[CH:18][CH:17]=3)[CH2:10][S:9][CH2:8][CH2:7][C:6]([O:5][C:1]([CH3:2])([CH3:3])[CH3:4])=[O:20])=[O:16])=[O:37])=[N:40]2)[CH:49]=[CH:48][C:47]=1[CH3:50]. Given the reactants [C:1]([O:5][C:6](=[O:20])[CH2:7][CH2:8][S:9][CH2:10][C:11]1[CH:12]=[C:13]([CH:17]=[CH:18][CH:19]=1)[C:14]([OH:16])=O)([CH3:4])([CH3:3])[CH3:2].CCN=C=NCCCN(C)C.Cl.[NH2:33][C:34]1[CH:55]=[CH:54][C:53]([N:56]2[CH2:61][CH2:60][CH2:59][CH2:58][CH2:57]2)=[CH:52][C:35]=1[C:36]([NH:38][C:39]1[CH:43]=[CH:42][N:41]([C:44]2[CH:49]=[CH:48][C:47]([CH3:50])=[C:46]([CH3:51])[CH:45]=2)[N:40]=1)=[O:37], predict the reaction product. (4) Given the reactants [CH3:1][C:2]1([CH3:18])[CH2:16][C:6]2[N:7]=[C:8]([N:10]3[CH2:15][CH2:14][O:13][CH2:12][CH2:11]3)[S:9][C:5]=2[C:4](=O)[CH2:3]1.COC1C=CC(P2(=S)SP(=S)(C3C=CC(OC)=CC=3)[S:28]2)=CC=1.C([O-])(O)=O.[Na+], predict the reaction product. The product is: [CH3:1][C:2]1([CH3:18])[CH2:16][C:6]2[N:7]=[C:8]([N:10]3[CH2:15][CH2:14][O:13][CH2:12][CH2:11]3)[S:9][C:5]=2[C:4](=[S:28])[CH2:3]1. (5) The product is: [F:19][C:16]1[CH:17]=[CH:18][C:13]([O:12][C:8]2[CH:7]=[C:6]([CH2:5][C:4]([OH:27])=[O:3])[CH:11]=[CH:10][CH:9]=2)=[C:14]([CH2:20][N:21]2[CH2:25][CH2:24][O:23][C:22]2=[O:26])[CH:15]=1. Given the reactants C([O:3][C:4](=[O:27])[CH2:5][C:6]1[CH:11]=[CH:10][CH:9]=[C:8]([O:12][C:13]2[CH:18]=[CH:17][C:16]([F:19])=[CH:15][C:14]=2[CH2:20][N:21]2[CH2:25][CH2:24][O:23][C:22]2=[O:26])[CH:7]=1)C.[OH-].[Li+], predict the reaction product. (6) Given the reactants Br[C:2]1[CH:3]=[C:4]2[C:9](=[CH:10][CH:11]=1)[NH:8][C:7](=[O:12])[N:6]([CH3:13])[CH:5]2[C:14]1[CH:19]=[CH:18][CH:17]=[CH:16][N:15]=1.[CH3:20][C:21]1[C:25](B(O)O)=[C:24]([CH3:29])[O:23][N:22]=1.C([O-])([O-])=O.[Na+].[Na+], predict the reaction product. The product is: [CH3:20][C:21]1[C:25]([C:2]2[CH:3]=[C:4]3[C:9](=[CH:10][CH:11]=2)[NH:8][C:7](=[O:12])[N:6]([CH3:13])[CH:5]3[C:14]2[CH:19]=[CH:18][CH:17]=[CH:16][N:15]=2)=[C:24]([CH3:29])[O:23][N:22]=1. (7) Given the reactants C(OC(=O)[N:7]([S:13]([C:16]1[CH:21]=[C:20]([Cl:22])[C:19]([O:23][C:24]2[CH:25]=[N:26][C:27](Cl)=[CH:28][C:29]=2[C:30]2[CH:31]=[N:32][CH:33]=[N:34][CH:35]=2)=[CH:18][C:17]=1[F:37])(=[O:15])=[O:14])[C:8]1[N:9]=[CH:10][S:11][CH:12]=1)(C)(C)C.[F:39][C:40]1[CH:41]=[C:42](B(O)O)[CH:43]=[CH:44][CH:45]=1.C([O-])([O-])=O.[Na+].[Na+].O, predict the reaction product. The product is: [Cl:22][C:20]1[C:19]([O:23][C:24]2[CH:25]=[N:26][C:27]([C:44]3[CH:43]=[CH:42][CH:41]=[C:40]([F:39])[CH:45]=3)=[CH:28][C:29]=2[C:30]2[CH:31]=[N:32][CH:33]=[N:34][CH:35]=2)=[CH:18][C:17]([F:37])=[C:16]([S:13]([NH:7][C:8]2[N:9]=[CH:10][S:11][CH:12]=2)(=[O:15])=[O:14])[CH:21]=1. (8) The product is: [CH:20]1([CH2:19][N:15]2[CH2:16][CH2:17][CH2:18][C@H:13]([CH2:12][NH:11][C:9](=[O:10])[CH2:8][CH2:7][NH:6][C:4](=[O:5])[C@@H:3]([NH:2][C:58](=[O:59])[CH2:57][C:56]([C:50]3[CH:55]=[CH:54][CH:53]=[CH:52][CH:51]=3)([C:61]3[CH:62]=[CH:63][CH:64]=[CH:65][CH:66]=3)[C:67]3[CH:72]=[CH:71][CH:70]=[CH:69][CH:68]=3)[CH2:26][CH2:27][C:28](=[O:29])[NH2:30])[CH2:14]2)[CH2:21][CH2:22][CH2:23][CH2:24][CH2:25]1. Given the reactants Cl.[NH2:2][C@@H:3]([CH2:26][CH2:27][C:28]([NH:30]C(C1C=CC=CC=1)(C1C=CC=CC=1)C1C=CC=CC=1)=[O:29])[C:4]([NH:6][CH2:7][CH2:8][C:9]([NH:11][CH2:12][C@H:13]1[CH2:18][CH2:17][CH2:16][N:15]([CH2:19][CH:20]2[CH2:25][CH2:24][CH2:23][CH2:22][CH2:21]2)[CH2:14]1)=[O:10])=[O:5].[C:50]1([C:56]([C:67]2[CH:72]=[CH:71][CH:70]=[CH:69][CH:68]=2)([C:61]2[CH:66]=[CH:65][CH:64]=[CH:63][CH:62]=2)[CH2:57][C:58](O)=[O:59])[CH:55]=[CH:54][CH:53]=[CH:52][CH:51]=1.O.ON1C2C=CC=CC=2N=N1.Cl.C(N=C=NCCCN(C)C)C.C(=O)(O)[O-].[Na+], predict the reaction product. (9) The product is: [CH3:1][O:2][C:3](=[O:32])[CH2:4][CH2:5][C:6]1[CH:11]=[CH:10][C:9]([S:12][CH:13]([C:15]2[S:16][C:17]([C:21]3[CH:26]=[CH:25][C:24]([C:27]([F:30])([F:29])[F:28])=[CH:23][CH:22]=3)=[CH:18][C:19]=2[CH:33]=[CH2:34])[CH3:14])=[CH:8][C:7]=1[CH3:31]. Given the reactants [CH3:1][O:2][C:3](=[O:32])[CH2:4][CH2:5][C:6]1[CH:11]=[CH:10][C:9]([S:12][CH:13]([C:15]2[S:16][C:17]([C:21]3[CH:26]=[CH:25][C:24]([C:27]([F:30])([F:29])[F:28])=[CH:23][CH:22]=3)=[CH:18][C:19]=2I)[CH3:14])=[CH:8][C:7]=1[CH3:31].[CH2:33]([Sn](CCCC)(CCCC)C=C)[CH2:34]CC, predict the reaction product.